From a dataset of Forward reaction prediction with 1.9M reactions from USPTO patents (1976-2016). Predict the product of the given reaction. (1) Given the reactants [F:1][C:2]([F:30])([F:29])[C:3]1[CH:4]=[C:5]([C@H:13]2[O:17][C:16](=[O:18])[N:15]([CH2:19][C:20]3[C:25]([F:26])=[CH:24][CH:23]=[CH:22][C:21]=3Cl)[C@H:14]2[CH3:28])[CH:6]=[C:7]([C:9]([F:12])([F:11])[F:10])[CH:8]=1.[F:31][C:32]1[C:37]([CH:38]([CH3:40])[CH3:39])=[CH:36][C:35](B(O)O)=[C:34]([O:44][CH3:45])[CH:33]=1.[OH-].[K+].C(P(C(C)(C)C)C(C)(C)C)(C)(C)C, predict the reaction product. The product is: [F:1][C:2]([F:30])([F:29])[C:3]1[CH:4]=[C:5]([C@H:13]2[O:17][C:16](=[O:18])[N:15]([CH2:19][C:20]3[C:25]([F:26])=[CH:24][CH:23]=[CH:22][C:21]=3[C:35]3[CH:36]=[C:37]([CH:38]([CH3:40])[CH3:39])[C:32]([F:31])=[CH:33][C:34]=3[O:44][CH3:45])[C@H:14]2[CH3:28])[CH:6]=[C:7]([C:9]([F:12])([F:11])[F:10])[CH:8]=1. (2) Given the reactants [N:1]1([CH2:7][CH2:8][O:9][C:10]2[CH:40]=[CH:39][C:13]([O:14][C:15]3[C:24]([C:25]4[CH:30]=[CH:29][C:28]([S:31]([C:34]([F:37])([F:36])[F:35])(=[O:33])=[O:32])=[CH:27][CH:26]=4)=[CH:23][CH:22]=[C:21]4[C:16]=3[CH:17]=[CH:18][C:19]([OH:38])=[CH:20]4)=[CH:12][CH:11]=2)[CH2:6][CH2:5][CH2:4][CH2:3][CH2:2]1.[ClH:41], predict the reaction product. The product is: [ClH:41].[N:1]1([CH2:7][CH2:8][O:9][C:10]2[CH:40]=[CH:39][C:13]([O:14][C:15]3[C:24]([C:25]4[CH:30]=[CH:29][C:28]([S:31]([C:34]([F:35])([F:36])[F:37])(=[O:32])=[O:33])=[CH:27][CH:26]=4)=[CH:23][CH:22]=[C:21]4[C:16]=3[CH:17]=[CH:18][C:19]([OH:38])=[CH:20]4)=[CH:12][CH:11]=2)[CH2:6][CH2:5][CH2:4][CH2:3][CH2:2]1. (3) Given the reactants C([N:20]1[C@@H:22]([CH3:23])[C@@H:21]1[C:24]([O:26][CH2:27][C:28]1[CH:33]=[CH:32][CH:31]=[CH:30][CH:29]=1)=[O:25])(C1C=CC=CC=1)(C1C=CC=CC=1)C1C=CC=CC=1.[CH3:46][C:45]([O:44][C:42](O[C:42]([O:44][C:45]([CH3:48])([CH3:47])[CH3:46])=[O:43])=[O:43])([CH3:48])[CH3:47].C(OC(=O)C)C.O, predict the reaction product. The product is: [C:42]([N:20]1[C@@H:22]([CH3:23])[C@@H:21]1[C:24]([O:26][CH2:27][C:28]1[CH:33]=[CH:32][CH:31]=[CH:30][CH:29]=1)=[O:25])([O:44][C:45]([CH3:46])([CH3:47])[CH3:48])=[O:43]. (4) Given the reactants C(OC(=O)[NH:7][C:8]1[CH:9]=[C:10]2[C:14](=[CH:15][CH:16]=1)[NH:13][N:12]=[C:11]2I)(C)(C)C.[CH3:19][N:20]1[CH2:25][CH2:24][CH:23]([O:26][C:27]2[CH:32]=[CH:31][C:30](B3OC(C)(C)C(C)(C)O3)=[CH:29][CH:28]=2)[CH2:22][CH2:21]1.[Li+].[Cl-].C([O-])([O-])=O.[Na+].[Na+].C(O)(C(F)(F)F)=O, predict the reaction product. The product is: [CH3:19][N:20]1[CH2:25][CH2:24][CH:23]([O:26][C:27]2[CH:32]=[CH:31][C:30]([C:11]3[C:10]4[C:14](=[CH:15][CH:16]=[C:8]([NH2:7])[CH:9]=4)[NH:13][N:12]=3)=[CH:29][CH:28]=2)[CH2:22][CH2:21]1. (5) Given the reactants [F:1][C:2]([F:22])([F:21])[C:3]1[CH:4]=[C:5]([NH:13][S:14]([CH2:17][CH2:18][CH2:19]Cl)(=[O:16])=[O:15])[CH:6]=[C:7]([C:9]([F:12])([F:11])[F:10])[CH:8]=1.[H-].[Na+].[Cl-].[NH4+], predict the reaction product. The product is: [F:1][C:2]([F:22])([F:21])[C:3]1[CH:4]=[C:5]([N:13]2[CH2:19][CH2:18][CH2:17][S:14]2(=[O:16])=[O:15])[CH:6]=[C:7]([C:9]([F:12])([F:11])[F:10])[CH:8]=1. (6) Given the reactants [Li].[CH3:2][Si:3](Cl)([C:10]1[CH:15]=[CH:14][CH:13]=[CH:12][CH:11]=1)[C:4]1[CH:9]=[CH:8][CH:7]=[CH:6][CH:5]=1.II.[F:19][C:20](F)=[CH2:21], predict the reaction product. The product is: [F:19][C:20]([Si:3]([CH3:2])([C:10]1[CH:11]=[CH:12][CH:13]=[CH:14][CH:15]=1)[C:4]1[CH:9]=[CH:8][CH:7]=[CH:6][CH:5]=1)=[CH2:21].